Dataset: Forward reaction prediction with 1.9M reactions from USPTO patents (1976-2016). Task: Predict the product of the given reaction. (1) Given the reactants [CH:1]1([CH2:6][C@H:7]([NH:10][C:11](=[O:17])[O:12][C:13]([CH3:16])([CH3:15])[CH3:14])[CH2:8][OH:9])[CH2:5][CH2:4][CH2:3][CH2:2]1.CCN(CC)CC.[CH3:25][S:26](Cl)(=[O:28])=[O:27].O, predict the reaction product. The product is: [CH:1]1([CH2:6][C@H:7]([NH:10][C:11](=[O:17])[O:12][C:13]([CH3:14])([CH3:16])[CH3:15])[CH2:8][O:9][S:26]([CH3:25])(=[O:28])=[O:27])[CH2:2][CH2:3][CH2:4][CH2:5]1. (2) Given the reactants Br[C:2]1[CH:7]=[C:6]([Cl:8])[C:5]([C:9]([N:11]2[C:19]3[CH:18]=[CH:17][N:16]=[CH:15][C:14]=3[CH:13]=[CH:12]2)=[O:10])=[C:4]([Cl:20])[CH:3]=1.[N-:21]=[N+]=[N-].[Na+].CNCCNC, predict the reaction product. The product is: [NH2:21][C:2]1[CH:7]=[C:6]([Cl:8])[C:5]([C:9]([N:11]2[C:19]3[CH:18]=[CH:17][N:16]=[CH:15][C:14]=3[CH:13]=[CH:12]2)=[O:10])=[C:4]([Cl:20])[CH:3]=1. (3) Given the reactants CO[C:3](=[O:16])[C:4]1[CH:9]=[CH:8][CH:7]=[C:6]([C:10]2[CH:11]=[N:12][CH:13]=[CH:14][CH:15]=2)[CH:5]=1.[C:17]([O:20][C:21]([CH3:24])([CH3:23])[CH3:22])(=[O:19])[CH3:18].[Li], predict the reaction product. The product is: [C:21]([O:20][C:17](=[O:19])[CH2:18][C:3](=[O:16])[C:4]1[CH:9]=[CH:8][CH:7]=[C:6]([C:10]2[CH:11]=[N:12][CH:13]=[CH:14][CH:15]=2)[CH:5]=1)([CH3:24])([CH3:23])[CH3:22]. (4) Given the reactants [CH3:1][C:2]1[CH:3]=[C:4]2[C:8](=[CH:9][C:10]=1[CH3:11])[C:7](=[O:12])[N:6]([C:13]1[CH:14]=[N:15][CH:16]=[CH:17][CH:18]=1)[CH:5]2[CH2:19][CH2:20][OH:21].C(N(CC)CC)C.[CH3:29][S:30](Cl)(=[O:32])=[O:31], predict the reaction product. The product is: [CH3:1][C:2]1[CH:3]=[C:4]2[C:8](=[CH:9][C:10]=1[CH3:11])[C:7](=[O:12])[N:6]([C:13]1[CH:14]=[N:15][CH:16]=[CH:17][CH:18]=1)[CH:5]2[CH2:19][CH2:20][O:21][S:30]([CH3:29])(=[O:32])=[O:31]. (5) Given the reactants Br[C:2]1[CH:21]=[CH:20][C:5]([O:6][CH2:7][CH2:8][CH:9]2[CH2:12][CH:11]([O:13][CH:14]3[CH2:19][CH2:18][CH2:17][CH2:16][O:15]3)[CH2:10]2)=[CH:4][CH:3]=1.[B:22]1([B:22]2[O:26][C:25]([CH3:28])([CH3:27])[C:24]([CH3:30])([CH3:29])[O:23]2)[O:26][C:25]([CH3:28])([CH3:27])[C:24]([CH3:30])([CH3:29])[O:23]1.C([O-])(=O)C.[K+], predict the reaction product. The product is: [CH3:29][C:24]1([CH3:30])[C:25]([CH3:28])([CH3:27])[O:26][B:22]([C:2]2[CH:21]=[CH:20][C:5]([O:6][CH2:7][CH2:8][CH:9]3[CH2:12][CH:11]([O:13][CH:14]4[CH2:19][CH2:18][CH2:17][CH2:16][O:15]4)[CH2:10]3)=[CH:4][CH:3]=2)[O:23]1. (6) Given the reactants [C:1]1([S:7][CH2:8][CH2:9][OH:10])[CH:6]=[CH:5][CH:4]=[CH:3][CH:2]=1.I(C1C=CC=CC=1C(O)=O)(=O)=O, predict the reaction product. The product is: [C:1]1([S:7][CH2:8][CH:9]=[O:10])[CH:6]=[CH:5][CH:4]=[CH:3][CH:2]=1. (7) Given the reactants Cl[C:2]1[C:11]2[C:6](=[CH:7][C:8]([O:14][CH2:15][CH2:16][N:17]3[CH2:22][CH2:21][CH2:20][CH2:19][CH2:18]3)=[C:9]([O:12][CH3:13])[CH:10]=2)[N:5]=[CH:4][N:3]=1.[C:23](=O)([O-])[O-].[K+].[K+].[OH:29][C:30]1[CH:31]=[C:32]2[C:36](=[CH:37][CH:38]=1)[N:35]([CH3:39])[CH:34]=[CH:33]2, predict the reaction product. The product is: [CH3:13][O:12][C:9]1[CH:10]=[C:11]2[C:6](=[CH:7][C:8]=1[O:14][CH2:15][CH:16]([N:17]1[CH2:22][CH2:21][CH2:20][CH2:19][CH2:18]1)[CH3:23])[N:5]=[CH:4][N:3]=[C:2]2[O:29][C:30]1[CH:31]=[C:32]2[C:36](=[CH:37][CH:38]=1)[N:35]([CH3:39])[CH:34]=[CH:33]2.